The task is: Predict which catalyst facilitates the given reaction.. This data is from Catalyst prediction with 721,799 reactions and 888 catalyst types from USPTO. Reactant: [Cl:1][C:2]1[CH:3]=[CH:4][C:5]2[NH:11][C:10]3[CH:12]=[CH:13][CH:14]=[CH:15][C:9]=3[C:8](Cl)=[N:7][C:6]=2[CH:17]=1.[Br-].[F:19][C:20]1[CH:25]=[CH:24][C:23]([Zn+])=[CH:22][CH:21]=1. Product: [Cl:1][C:2]1[CH:3]=[CH:4][C:5]2[NH:11][C:10]3[CH:12]=[CH:13][CH:14]=[CH:15][C:9]=3[C:8]([C:23]3[CH:24]=[CH:25][C:20]([F:19])=[CH:21][CH:22]=3)=[N:7][C:6]=2[CH:17]=1. The catalyst class is: 516.